This data is from Reaction yield outcomes from USPTO patents with 853,638 reactions. The task is: Predict the reaction yield, written as a fraction of the theoretical maximum amount of product (1.0 means a 100% yield; for example, 0.34 means a 34% yield). (1) The reactants are [OH:1][C:2]1[CH:7]=[C:6](C)[CH:5]=[CH:4][N:3]=1.Br[CH2:10][C:11]([O:13][CH2:14][CH3:15])=[O:12].[C:16](=O)([O-])[O-].[K+].[K+].CCCCCCC. The catalyst is C(OCC)(=O)C. The yield is 0.760. The product is [CH2:14]([O:13][C:11](=[O:12])[CH2:10][N:3]1[CH:4]=[C:5]([CH3:16])[CH:6]=[CH:7][C:2]1=[O:1])[CH3:15]. (2) The reactants are [N:1]1([CH2:7][CH2:8][CH2:9][N:10]2[C:18]3[C:13](=[CH:14][CH:15]=[C:16]([N+:19]([O-])=O)[CH:17]=3)[CH:12]=[CH:11]2)[CH2:6][CH2:5][O:4][CH2:3][CH2:2]1.I.CS[C:25]([C:27]1[S:28][CH:29]=[CH:30][CH:31]=1)=[NH:26]. The catalyst is [Pd].C(O)C. The product is [N:1]1([CH2:7][CH2:8][CH2:9][N:10]2[C:18]3[C:13](=[CH:14][CH:15]=[C:16]([NH:19][C:25]([C:27]4[S:28][CH:29]=[CH:30][CH:31]=4)=[NH:26])[CH:17]=3)[CH:12]=[CH:11]2)[CH2:6][CH2:5][O:4][CH2:3][CH2:2]1. The yield is 0.920. (3) The reactants are [CH:1]1([CH:7]2[N:11]([C:12]3[CH:17]=[CH:16][C:15]([C:18]4[CH:22]=[CH:21][O:20][N:19]=4)=[CH:14][CH:13]=3)[C:10](=[O:23])[C:9]([OH:24])=[C:8]2[C:25](=[O:34])[C:26]2[CH:31]=[CH:30][C:29]([O:32]C)=[CH:28][CH:27]=2)[CH2:6][CH2:5][CH2:4][CH2:3][CH2:2]1.B(Br)(Br)Br.C(=O)([O-])[O-].[K+].[K+].[OH-].[Na+]. The catalyst is ClCCl. The product is [CH:1]1([CH:7]2[N:11]([C:12]3[CH:13]=[CH:14][C:15]([C:18]4[CH:22]=[CH:21][O:20][N:19]=4)=[CH:16][CH:17]=3)[C:10](=[O:23])[C:9]([OH:24])=[C:8]2[C:25](=[O:34])[C:26]2[CH:27]=[CH:28][C:29]([OH:32])=[CH:30][CH:31]=2)[CH2:2][CH2:3][CH2:4][CH2:5][CH2:6]1. The yield is 0.310. (4) The reactants are C[N:2]1[CH2:7][CH2:6][CH:5]([CH2:8][CH2:9]CCOC2C=C(C=CC=2)C=O)[CH2:4][CH2:3]1.[CH3:21][N:22]1[CH2:27][CH2:26][CH:25]([CH2:28][CH2:29][CH2:30][CH2:31][O:32][C:33]2[CH:34]=[C:35]([CH:38]=[CH:39][CH:40]=2)[C:36]#[N:37])[CH2:24][CH2:23]1.[CH3:41]C(C[AlH]CC(C)C)C.OS(O)(=O)=O.[OH-].[Na+].C(C(C(C([O-])=O)O)O)([O-])=O.[K+].[Na+].[CH2:69]([Cl:71])Cl. The catalyst is C1(C)C=CC=CC=1.CO. The product is [Cl:71][C:69]1[CH:3]=[CH:4][C:5]([C:6]2[N:37]=[C:36]([C:35]3[CH:34]=[C:33]([CH:40]=[CH:39][CH:38]=3)[O:32][CH2:31][CH2:30][CH2:29][CH2:28][CH:25]3[CH2:24][CH2:23][N:22]([CH3:21])[CH2:27][CH2:26]3)[NH:2][C:7]=2[CH3:41])=[CH:8][CH:9]=1. The yield is 0.660. (5) The reactants are CC(O)=O.[NH2:5][C:6]1[CH:7]=[C:8]2[C:13](=[CH:14][CH:15]=1)[N:12]=[C:11]([CH3:16])[C:10]([C:17]([O:19][CH2:20][CH3:21])=[O:18])=[C:9]2[C:22]1[CH:27]=[CH:26][CH:25]=[CH:24][CH:23]=1.[CH2:28]1[C:36]2[C:31](=[CH:32][CH:33]=[CH:34][CH:35]=2)[CH2:30][C:29]1=O.[BH-](OC(C)=O)(OC(C)=O)OC(C)=O.[Na+]. The catalyst is ClCCCl. The product is [CH2:28]1[C:36]2[C:31](=[CH:32][CH:33]=[CH:34][CH:35]=2)[CH2:30][CH:29]1[NH:5][C:6]1[CH:7]=[C:8]2[C:13](=[CH:14][CH:15]=1)[N:12]=[C:11]([CH3:16])[C:10]([C:17]([O:19][CH2:20][CH3:21])=[O:18])=[C:9]2[C:22]1[CH:23]=[CH:24][CH:25]=[CH:26][CH:27]=1. The yield is 0.710. (6) The reactants are [NH:1]1[C:9]2[C:4](=[CH:5][CH:6]=[CH:7][CH:8]=2)[C:3](/[CH:10]=[CH:11]/[C:12]2[CH:17]=[CH:16][CH:15]=[CH:14][C:13]=2[NH2:18])=[N:2]1.CO[CH:21]1[CH2:25][CH:24]([CH:26]=O)[CH:23](OC)[O:22]1.O. The catalyst is C(O)(=O)C. The product is [NH:1]1[C:9]2[C:4](=[CH:5][CH:6]=[CH:7][CH:8]=2)[C:3](/[CH:10]=[CH:11]/[C:12]2[CH:17]=[CH:16][CH:15]=[CH:14][C:13]=2[N:18]2[CH:21]=[CH:25][C:24]([CH:23]=[O:22])=[CH:26]2)=[N:2]1. The yield is 0.220. (7) The reactants are [O:1]1[CH2:6][CH2:5][CH2:4][CH:3]([CH2:7][CH2:8][CH2:9][OH:10])[CH2:2]1.CC(OI1(OC(C)=O)(OC(C)=O)OC(=O)C2C=CC=CC1=2)=O.CCOCC.C([O-])([O-])=O.[K+].[K+]. The catalyst is C(Cl)Cl. The product is [O:1]1[CH2:6][CH2:5][CH2:4][CH:3]([CH2:7][CH2:8][CH:9]=[O:10])[CH2:2]1. The yield is 0.800.